Dataset: Peptide-MHC class II binding affinity with 134,281 pairs from IEDB. Task: Regression. Given a peptide amino acid sequence and an MHC pseudo amino acid sequence, predict their binding affinity value. This is MHC class II binding data. The peptide sequence is GLIIGIFAAMLATLP. The MHC is HLA-DQA10301-DQB10302 with pseudo-sequence HLA-DQA10301-DQB10302. The binding affinity (normalized) is 0.0625.